Predict the reaction yield, written as a fraction of the theoretical maximum amount of product (1.0 means a 100% yield; for example, 0.34 means a 34% yield). From a dataset of Reaction yield outcomes from USPTO patents with 853,638 reactions. (1) The product is [Cl:1][C:2]1[N:3]=[C:4]([NH:24][C:23]2[CH:25]=[CH:26][C:20]([F:19])=[C:21]([C:27]([F:30])([F:28])[F:29])[CH:22]=2)[CH:5]=[C:6]([Cl:8])[N:7]=1.[Cl:9][C:4]1[CH:5]=[C:6]([Cl:8])[N:7]=[C:2]([NH:24][C:23]2[CH:25]=[CH:26][C:20]([F:19])=[C:21]([C:27]([F:30])([F:28])[F:29])[CH:22]=2)[N:3]=1. The yield is 0.630. The reactants are [Cl:1][C:2]1[N:7]=[C:6]([Cl:8])[CH:5]=[C:4]([Cl:9])[N:3]=1.C(N(C(C)C)CC)(C)C.[F:19][C:20]1[CH:26]=[CH:25][C:23]([NH2:24])=[CH:22][C:21]=1[C:27]([F:30])([F:29])[F:28]. The catalyst is O1CCOCC1.CCOCC.O. (2) The reactants are [C:1]([O:5][C:6]([N:8]1[CH2:12][CH2:11][CH2:10][CH:9]1C1NC(Br)=CN=1)=[O:7])([CH3:4])([CH3:3])[CH3:2].C([O-])(O)=O.[Na+]. The catalyst is O. The product is [C:1]([O:5][C:6]([N:8]1[CH2:12][CH2:11][CH2:10][CH2:9]1)=[O:7])([CH3:4])([CH3:2])[CH3:3]. The yield is 0.460. (3) The reactants are [Br:1][C:2]1[CH:7]=[CH:6][C:5]([CH2:8]Br)=[C:4]([CH2:10][CH3:11])[CH:3]=1.[NH:12]1[CH2:16][CH2:15][CH2:14][CH2:13]1. The catalyst is C(Cl)Cl. The product is [Br:1][C:2]1[CH:7]=[CH:6][C:5]([CH2:8][N:12]2[CH2:16][CH2:15][CH2:14][CH2:13]2)=[C:4]([CH2:10][CH3:11])[CH:3]=1. The yield is 0.680. (4) The reactants are [C:1]([N:4]1[C:12]2[C:7](=[C:8]([CH3:21])[C:9]([CH2:15][C:16]([O:18][CH2:19][CH3:20])=[O:17])=[C:10]([CH3:14])[C:11]=2[NH2:13])[CH2:6][CH2:5]1)(=[O:3])[CH3:2].C(N(C(C)C)CC)(C)C.[C:31](Cl)(=[O:36])[C:32]([CH3:35])([CH3:34])[CH3:33].C(OCC)(=O)C. The catalyst is ClCCl. The product is [C:1]([N:4]1[C:12]2[C:7](=[C:8]([CH3:21])[C:9]([CH2:15][C:16]([O:18][CH2:19][CH3:20])=[O:17])=[C:10]([CH3:14])[C:11]=2[NH:13][C:31](=[O:36])[C:32]([CH3:35])([CH3:34])[CH3:33])[CH2:6][CH2:5]1)(=[O:3])[CH3:2]. The yield is 0.760. (5) The reactants are N[C:2]1[N:3]([C:13]2[C:22]3[C:17](=[CH:18][CH:19]=[CH:20][CH:21]=3)[C:16]([CH:23]3[CH2:25][CH2:24]3)=[CH:15][CH:14]=2)[C:4]([S:7][CH2:8][CH2:9][C:10]([O-:12])=[O:11])=[N:5][N:6]=1.N([O-])=O.[Na+].Cl[CH:31](Cl)[C:32](O)=O.O.C(Br)(Br)[Br:38]. The catalyst is [Br-].C([N+](CC)(CC)CC)C1C=CC=CC=1.ClCCl. The product is [Br:38][C:2]1[N:3]([C:13]2[C:22]3[C:17](=[CH:18][CH:19]=[CH:20][CH:21]=3)[C:16]([CH:23]3[CH2:24][CH2:25]3)=[CH:15][CH:14]=2)[C:4]([S:7][CH2:8][CH2:9][C:10]([O:12][CH2:31][CH3:32])=[O:11])=[N:5][N:6]=1. The yield is 0.476. (6) The reactants are [Cl-].[CH2:2]([N+:12]([CH2:15][CH2:16][CH2:17][CH2:18][CH2:19][CH2:20][CH2:21][CH2:22][CH2:23][CH3:24])([CH3:14])[CH3:13])[CH2:3][CH2:4][CH2:5][CH2:6][CH2:7][CH2:8][CH2:9][CH2:10][CH3:11].[Na+].[C:26]([O-:34])(=[O:33])[C:27]1[CH:32]=[CH:31][CH:30]=[CH:29][CH:28]=1. The catalyst is O. The product is [C:26]([O-:34])(=[O:33])[C:27]1[CH:32]=[CH:31][CH:30]=[CH:29][CH:28]=1.[CH2:15]([N+:12]([CH2:2][CH2:3][CH2:4][CH2:5][CH2:6][CH2:7][CH2:8][CH2:9][CH2:10][CH3:11])([CH3:14])[CH3:13])[CH2:16][CH2:17][CH2:18][CH2:19][CH2:20][CH2:21][CH2:22][CH2:23][CH3:24]. The yield is 0.850.